Dataset: Reaction yield outcomes from USPTO patents with 853,638 reactions. Task: Predict the reaction yield, written as a fraction of the theoretical maximum amount of product (1.0 means a 100% yield; for example, 0.34 means a 34% yield). (1) The reactants are CC(C[AlH]CC(C)C)C.[N:10]1[CH:15]=[CH:14][CH:13]=[CH:12][C:11]=1[N:16]1[CH:20]=[C:19]([C:21](OCC)=[O:22])[CH:18]=[N:17]1. The catalyst is C1COCC1. The product is [N:10]1[CH:15]=[CH:14][CH:13]=[CH:12][C:11]=1[N:16]1[CH:20]=[C:19]([CH2:21][OH:22])[CH:18]=[N:17]1. The yield is 0.930. (2) The reactants are NC1(C2C=CC(C3C(=O)C4C(=CC=C(F)C=4)OC=3C3C=CC=CC=3)=CC=2)CCC1.C(OC(=O)[NH:36][C:37]1([C:41]2[CH:46]=[CH:45][C:44]([C:47]3[C:48](=[O:69])[C:49]4[C:54]([O:55][C:56]=3[C:57]3[CH:62]=[CH:61][CH:60]=[CH:59][CH:58]=3)=[C:53]3[N:63]([CH2:66][CH2:67][OH:68])[N:64]=[CH:65][C:52]3=[CH:51][CH:50]=4)=[CH:43][CH:42]=2)[CH2:40][CH2:39][CH2:38]1)(C)(C)C.C(O)(C(F)(F)F)=O.[ClH:78]. The catalyst is CO.O. The product is [ClH:78].[NH2:36][C:37]1([C:41]2[CH:42]=[CH:43][C:44]([C:47]3[C:48](=[O:69])[C:49]4[C:54]([O:55][C:56]=3[C:57]3[CH:62]=[CH:61][CH:60]=[CH:59][CH:58]=3)=[C:53]3[N:63]([CH2:66][CH2:67][OH:68])[N:64]=[CH:65][C:52]3=[CH:51][CH:50]=4)=[CH:45][CH:46]=2)[CH2:40][CH2:39][CH2:38]1. The yield is 0.740. (3) The reactants are [CH3:1][C:2]1[C:6]([C:7]2[C:16]3[O:15][CH2:14][C@H:13]([C:17]4[CH:22]=[CH:21][CH:20]=[CH:19][N:18]=4)[N:12]4[C:23](=[O:25])[NH:24][C:10]([C:11]=34)=[CH:9][CH:8]=2)=[C:5]([CH3:26])[O:4][N:3]=1.[Br:27]N1C(=O)CCC1=O. The catalyst is O1CCCC1.C(OCC)(=O)C. The product is [Br:27][C:9]1[CH:8]=[C:7]([C:6]2[C:2]([CH3:1])=[N:3][O:4][C:5]=2[CH3:26])[C:16]2[O:15][CH2:14][C@H:13]([C:17]3[CH:22]=[CH:21][CH:20]=[CH:19][N:18]=3)[N:12]3[C:23](=[O:25])[NH:24][C:10]=1[C:11]=23. The yield is 0.980. (4) The reactants are [O:1]1[C:5]2[CH:6]=[CH:7][C:8]([C:10]3([CH2:25][C:26]([O:28]C)=[O:27])[C:18]4[C:13](=[CH:14][CH:15]=[CH:16][CH:17]=4)[N:12]([CH2:19][CH2:20][CH2:21][CH2:22][CH3:23])[C:11]3=[O:24])=[CH:9][C:4]=2[O:3][CH2:2]1.O.[OH-].[Li+]. The catalyst is C1COCC1.O. The product is [O:1]1[C:5]2[CH:6]=[CH:7][C:8]([C:10]3([CH2:25][C:26]([OH:28])=[O:27])[C:18]4[C:13](=[CH:14][CH:15]=[CH:16][CH:17]=4)[N:12]([CH2:19][CH2:20][CH2:21][CH2:22][CH3:23])[C:11]3=[O:24])=[CH:9][C:4]=2[O:3][CH2:2]1. The yield is 0.880. (5) The reactants are N([O-])=O.[Na+].N[C:6]1[CH:14]=[CH:13][C:9]([C:10]([OH:12])=[O:11])=[CH:8][C:7]=1[O:15][CH3:16].Cl.[I-:18].[Na+]. The catalyst is O. The product is [I:18][C:6]1[CH:14]=[CH:13][C:9]([C:10]([OH:12])=[O:11])=[CH:8][C:7]=1[O:15][CH3:16]. The yield is 0.601. (6) The reactants are [CH2:1]([C:5]1([C:15]2[CH:20]=[CH:19][CH:18]=[CH:17][CH:16]=2)[C:9]2[CH2:10][NH:11][CH2:12][CH2:13][C:8]=2[C:7](=[O:14])[O:6]1)[CH:2]([CH3:4])[CH3:3].CCN(C(C)C)C(C)C.[CH:30]1[C:39]2[C:34](=[CH:35][CH:36]=[CH:37][CH:38]=2)[CH:33]=[CH:32][C:31]=1[C:40](Cl)=[O:41]. The catalyst is C1COCC1. The product is [CH:30]1[C:39]2[C:34](=[CH:35][CH:36]=[CH:37][CH:38]=2)[CH:33]=[CH:32][C:31]=1[C:40]([N:11]1[CH2:12][CH2:13][C:8]2[C:7](=[O:14])[O:6][C:5]([CH2:1][CH:2]([CH3:4])[CH3:3])([C:15]3[CH:20]=[CH:19][CH:18]=[CH:17][CH:16]=3)[C:9]=2[CH2:10]1)=[O:41]. The yield is 0.870.